This data is from Forward reaction prediction with 1.9M reactions from USPTO patents (1976-2016). The task is: Predict the product of the given reaction. (1) Given the reactants C(OC(=O)[NH:7][C:8]1[CH:13]=[CH:12][C:11]([CH2:14][C:15](=[O:28])[NH:16][C:17]2[C:18](=[O:27])[N:19]([CH3:26])[C:20](=[O:25])[N:21]([CH3:24])[C:22]=2[NH2:23])=[CH:10][CH:9]=1)(C)(C)C.[ClH:30], predict the reaction product. The product is: [ClH:30].[NH2:23][C:22]1[N:21]([CH3:24])[C:20](=[O:25])[N:19]([CH3:26])[C:18](=[O:27])[C:17]=1[NH:16][C:15](=[O:28])[CH2:14][C:11]1[CH:10]=[CH:9][C:8]([NH2:7])=[CH:13][CH:12]=1. (2) Given the reactants C(O[C:4]([C:6]1([CH2:12][CH2:13]OC)[CH2:11][CH2:10][NH:9][CH2:8][CH2:7]1)=[O:5])C.[F:16][C:17]([F:30])([F:29])[O:18][C:19]1[CH:24]=[CH:23][CH:22]=[CH:21][C:20]=1[S:25](Cl)(=[O:27])=[O:26].[NH2:31][C:32]1[CH:37]=[CH:36][C:35]([O:38][S:39]([CH:42]2[CH2:44][CH2:43]2)(=[O:41])=[O:40])=[CH:34][CH:33]=1, predict the reaction product. The product is: [O:5]=[C:4]1[C:6]2([CH2:7][CH2:8][N:9]([S:25]([C:20]3[CH:21]=[CH:22][CH:23]=[CH:24][C:19]=3[O:18][C:17]([F:30])([F:29])[F:16])(=[O:27])=[O:26])[CH2:10][CH2:11]2)[CH2:12][CH2:13][N:31]1[C:32]1[CH:37]=[CH:36][C:35]([O:38][S:39]([CH:42]2[CH2:44][CH2:43]2)(=[O:41])=[O:40])=[CH:34][CH:33]=1. (3) Given the reactants [CH2:1]([C:5]1[CH:10]=[CH:9][C:8]([C:11]#[C:12][C:13]2[CH:39]=[CH:38][C:16]([CH2:17][N:18]([C:25]3[CH:37]=[CH:36][C:28]4[O:29]C(C)(C)[O:31][C:32](=[O:33])[C:27]=4[CH:26]=3)[C:19](=[O:24])[C:20]([CH3:23])([CH3:22])[CH3:21])=[CH:15][CH:14]=2)=[CH:7][CH:6]=1)[CH2:2][CH2:3][CH3:4].[OH-].[Na+], predict the reaction product. The product is: [CH2:1]([C:5]1[CH:6]=[CH:7][C:8]([C:11]#[C:12][C:13]2[CH:39]=[CH:38][C:16]([CH2:17][N:18]([C:19](=[O:24])[C:20]([CH3:22])([CH3:21])[CH3:23])[C:25]3[CH:37]=[CH:36][C:28]([OH:29])=[C:27]([CH:26]=3)[C:32]([OH:33])=[O:31])=[CH:15][CH:14]=2)=[CH:9][CH:10]=1)[CH2:2][CH2:3][CH3:4]. (4) Given the reactants N[C:2]1[S:3][C:4]([C:9]([O:11][CH2:12][CH3:13])=[O:10])=[C:5]([CH2:7][CH3:8])[N:6]=1.B(F)(F)F.CCOCC.N(OC(C)(C)C)=O.[Na].[OH-].[Na+], predict the reaction product. The product is: [CH2:7]([C:5]1[N:6]=[CH:2][S:3][C:4]=1[C:9]([O:11][CH2:12][CH3:13])=[O:10])[CH3:8]. (5) Given the reactants [F:1][CH:2]([F:19])[CH2:3][CH2:4][O:5][C:6]1[CH:7]=[C:8]([C:13]#[C:14][Si](C)(C)C)[CH:9]=[CH:10][C:11]=1[F:12].C([O-])([O-])=O.[K+].[K+], predict the reaction product. The product is: [F:19][CH:2]([F:1])[CH2:3][CH2:4][O:5][C:6]1[CH:7]=[C:8]([C:13]#[CH:14])[CH:9]=[CH:10][C:11]=1[F:12]. (6) Given the reactants [CH:1]1([C:4]2[CH:9]=[CH:8][C:7]([NH2:10])=[C:6]([F:11])[CH:5]=2)[CH2:3][CH2:2]1.[Li+].C[Si]([N-][Si](C)(C)C)(C)C.F[C:23]1[C:31]2[S:30][N:29]=[CH:28][C:27]=2[CH:26]=[CH:25][C:24]=1[C:32]([OH:34])=[O:33], predict the reaction product. The product is: [CH:1]1([C:4]2[CH:9]=[CH:8][C:7]([NH:10][C:23]3[C:31]4[S:30][N:29]=[CH:28][C:27]=4[CH:26]=[CH:25][C:24]=3[C:32]([OH:34])=[O:33])=[C:6]([F:11])[CH:5]=2)[CH2:3][CH2:2]1. (7) Given the reactants [CH:1]1([NH:4][C:5](=[O:24])[C:6]2[CH:11]=[CH:10][C:9]([CH3:12])=[C:8]([C:13]3[CH:14]=[C:15]4[C:20](=[CH:21][CH:22]=3)[C:19](=[O:23])[NH:18][CH:17]=[CH:16]4)[CH:7]=2)[CH2:3][CH2:2]1.C(=O)([O-])[O-].[K+].[K+].Br[CH2:32][C:33]1[CH:42]=[CH:41][C:36]([C:37]([O:39][CH3:40])=[O:38])=[CH:35][CH:34]=1, predict the reaction product. The product is: [CH:1]1([NH:4][C:5]([C:6]2[CH:11]=[CH:10][C:9]([CH3:12])=[C:8]([C:13]3[CH:14]=[C:15]4[C:20](=[CH:21][CH:22]=3)[C:19](=[O:23])[N:18]([CH2:32][C:33]3[CH:42]=[CH:41][C:36]([C:37]([O:39][CH3:40])=[O:38])=[CH:35][CH:34]=3)[CH:17]=[CH:16]4)[CH:7]=2)=[O:24])[CH2:2][CH2:3]1. (8) Given the reactants [CH2:1]([O:8][N:9]1[C:15](=[O:16])[N:14]2[CH2:17][C@H:10]1[CH2:11][CH2:12][C@H:13]2[C:18]([O:20]N1C(=O)[C@H]2[C@H]([C@@H]3C[C@H]2C=C3)C1=O)=O)[C:2]1[CH:7]=[CH:6][CH:5]=[CH:4][CH:3]=1.[NH2:33][O:34][CH2:35][CH2:36][CH2:37][NH:38][C:39](=[O:45])[O:40][C:41]([CH3:44])([CH3:43])[CH3:42], predict the reaction product. The product is: [CH2:1]([O:8][N:9]1[C:15](=[O:16])[N:14]2[CH2:17][C@H:10]1[CH2:11][CH2:12][C@H:13]2[C:18]([NH:33][O:34][CH2:35][CH2:36][CH2:37][NH:38][C:39](=[O:45])[O:40][C:41]([CH3:43])([CH3:42])[CH3:44])=[O:20])[C:2]1[CH:3]=[CH:4][CH:5]=[CH:6][CH:7]=1. (9) Given the reactants [C:1]1([CH2:7][O:8][CH2:9][C:10]2[CH:15]=[CH:14][C:13]([O:16][CH3:17])=[CH:12][CH:11]=2)[CH2:6][CH2:5][CH2:4][CH2:3][CH:2]=1.C[Si](C)(C)C[C:21](F)([F:23])[F:22].[I-].[Na+], predict the reaction product. The product is: [F:22][C:21]1([F:23])[C:1]2([CH2:7][O:8][CH2:9][C:10]3[CH:15]=[CH:14][C:13]([O:16][CH3:17])=[CH:12][CH:11]=3)[CH:6]1[CH2:5][CH2:4][CH2:3][CH2:2]2.